From a dataset of Full USPTO retrosynthesis dataset with 1.9M reactions from patents (1976-2016). Predict the reactants needed to synthesize the given product. (1) Given the product [NH2:8][C:6]1[CH:5]=[CH:4][C:3]([N:11]2[CH2:16][CH2:15][CH:14]([OH:17])[CH2:13][CH2:12]2)=[C:2]([F:1])[CH:7]=1, predict the reactants needed to synthesize it. The reactants are: [F:1][C:2]1[CH:7]=[C:6]([N+:8]([O-])=O)[CH:5]=[CH:4][C:3]=1[N:11]1[CH2:16][CH2:15][CH:14]([OH:17])[CH2:13][CH2:12]1. (2) Given the product [CH3:1][O:2][C:3](=[O:22])[CH2:4][CH2:5][C:6]1[CH:11]=[C:10]([CH:23]2[CH2:25][CH2:24]2)[C:9]([O:13][Si:14]([C:17]([CH3:20])([CH3:19])[CH3:18])([CH3:16])[CH3:15])=[CH:8][C:7]=1[CH3:21], predict the reactants needed to synthesize it. The reactants are: [CH3:1][O:2][C:3](=[O:22])[CH2:4][CH2:5][C:6]1[CH:11]=[C:10](Br)[C:9]([O:13][Si:14]([C:17]([CH3:20])([CH3:19])[CH3:18])([CH3:16])[CH3:15])=[CH:8][C:7]=1[CH3:21].[CH:23]1(B(O)O)[CH2:25][CH2:24]1.P([O-])([O-])([O-])=O.[K+].[K+].[K+].C1(P(C2CCCCC2)C2CCCCC2)CCCCC1. (3) Given the product [N+:15]([C:13]1[CH:14]=[C:9]([C:8]2[O:19][C:6]3[CH:5]=[CH:4][CH:3]=[CH:2][C:1]=3[N:7]=2)[C:10]([F:18])=[CH:11][CH:12]=1)([O-:17])=[O:16], predict the reactants needed to synthesize it. The reactants are: [C:1]1([NH:7][C:8](=[O:19])[C:9]2[CH:14]=[C:13]([N+:15]([O-:17])=[O:16])[CH:12]=[CH:11][C:10]=2[F:18])[CH:6]=[CH:5][CH:4]=[CH:3][CH:2]=1.O.C1(C)C=CC(S(O)(=O)=O)=CC=1. (4) Given the product [CH3:1][NH:2][C:3]([CH2:5][O:6][CH2:7][C:8]([CH:49]([C:50]1[CH:54]=[C:53]([C:55]2[CH:56]=[CH:57][C:58]([Br:61])=[CH:59][CH:60]=2)[N:52]([C:62]2[CH:67]=[CH:66][C:65]([S:68]([NH2:71])(=[O:70])=[O:69])=[CH:64][CH:63]=2)[N:51]=1)[C:48]1[CH:72]=[CH:73][C:45]([NH2:44])=[CH:46][CH:47]=1)=[O:10])=[O:4], predict the reactants needed to synthesize it. The reactants are: [CH3:1][NH:2][C:3]([CH2:5][O:6][CH2:7][C:8]([OH:10])=O)=[O:4].CN(C(ON1N=NC2C=CC=CC1=2)=[N+](C)C)C.F[P-](F)(F)(F)(F)F.CCN(C(C)C)C(C)C.[NH2:44][C:45]1[CH:73]=[CH:72][C:48]([CH2:49][C:50]2[CH:54]=[C:53]([C:55]3[CH:60]=[CH:59][C:58]([Br:61])=[CH:57][CH:56]=3)[N:52]([C:62]3[CH:67]=[CH:66][C:65]([S:68]([NH2:71])(=[O:70])=[O:69])=[CH:64][CH:63]=3)[N:51]=2)=[CH:47][CH:46]=1. (5) The reactants are: COC1C=CC(P2(SP(C3C=CC(OC)=CC=3)(=S)S2)=[S:10])=CC=1.[CH3:23][O:24][C:25]1[CH:30]=[CH:29][C:28]([C:31]2[C:36]([C:37]3[CH:42]=[CH:41][C:40]([O:43][CH3:44])=[CH:39][CH:38]=3)=[N:35][N:34]([CH2:45][CH:46]=[CH:47][C:48]3[CH:53]=[CH:52][C:51]([Cl:54])=[CH:50][CH:49]=3)[C:33](=O)[CH:32]=2)=[CH:27][CH:26]=1.C(=O)([O-])O.[Na+]. Given the product [CH3:23][O:24][C:25]1[CH:30]=[CH:29][C:28]([C:31]2[C:36]([C:37]3[CH:42]=[CH:41][C:40]([O:43][CH3:44])=[CH:39][CH:38]=3)=[N:35][N:34]([CH2:45][CH:46]=[CH:47][C:48]3[CH:53]=[CH:52][C:51]([Cl:54])=[CH:50][CH:49]=3)[C:33](=[S:10])[CH:32]=2)=[CH:27][CH:26]=1, predict the reactants needed to synthesize it. (6) Given the product [F:1][C@@H:2]1[C@H:6]([CH2:7][OH:8])[CH2:5][N:4]([C:9]([O:11][CH2:12][C:13]2[CH:18]=[CH:17][CH:16]=[CH:15][CH:14]=2)=[O:10])[CH2:3]1, predict the reactants needed to synthesize it. The reactants are: [F:1][C@@H:2]1[C@H:6]([CH:7]=[O:8])[CH2:5][N:4]([C:9]([O:11][CH2:12][C:13]2[CH:18]=[CH:17][CH:16]=[CH:15][CH:14]=2)=[O:10])[CH2:3]1.[BH4-].[Na+].Cl. (7) Given the product [F:11][C:8]1[CH:7]=[C:3]([C:4]([OH:6])=[O:5])[C:2]([NH:22][C:21]2[CH:23]=[CH:24][CH:25]=[C:19]([I:18])[CH:20]=2)=[N:10][CH:9]=1, predict the reactants needed to synthesize it. The reactants are: Cl[C:2]1[N:10]=[CH:9][C:8]([F:11])=[CH:7][C:3]=1[C:4]([OH:6])=[O:5].C(=O)([O-])[O-].[K+].[K+].[I:18][C:19]1[CH:20]=[C:21]([CH:23]=[CH:24][CH:25]=1)[NH2:22].